From a dataset of Reaction yield outcomes from USPTO patents with 853,638 reactions. Predict the reaction yield, written as a fraction of the theoretical maximum amount of product (1.0 means a 100% yield; for example, 0.34 means a 34% yield). (1) The reactants are [F:1][C:2]1[CH:7]=[C:6]([O:8][C:9]([F:12])([F:11])[F:10])[CH:5]=[CH:4][C:3]=1[C:13](=O)[CH3:14].[CH3:16][C:17]([S@@:20]([NH2:22])=[O:21])([CH3:19])[CH3:18].[BH4-].[Na+].[Na+].[Cl-]. The yield is 0.500. The catalyst is C1COCC1.C(O[Ti](OCC)(OCC)OCC)C.CO. The product is [F:1][C:2]1[CH:7]=[C:6]([O:8][C:9]([F:12])([F:11])[F:10])[CH:5]=[CH:4][C:3]=1[C@@H:13]([NH:22][S@:20]([C:17]([CH3:19])([CH3:18])[CH3:16])=[O:21])[CH3:14]. (2) The yield is 0.640. The reactants are [CH:1]1([CH:6]=[C:7]2[CH2:16][CH2:15][C:14]3[CH:13]=[C:12]([C:17]([O:19]C)=[O:18])[CH:11]=[CH:10][C:9]=3[C:8]2=O)[CH2:5][CH2:4][CH2:3][CH2:2]1.Cl.[NH:23]([C:25]1[CH:32]=[CH:31][C:28]([C:29]#[N:30])=[C:27]([CH3:33])[CH:26]=1)[NH2:24].C(O)C. The product is [C:29]([C:28]1[CH:31]=[CH:32][C:25]([N:23]2[CH:6]([CH:1]3[CH2:2][CH2:3][CH2:4][CH2:5]3)[CH:7]3[C:8]([C:9]4[CH:10]=[CH:11][C:12]([C:17]([OH:19])=[O:18])=[CH:13][C:14]=4[CH2:15][CH2:16]3)=[N:24]2)=[CH:26][C:27]=1[CH3:33])#[N:30]. No catalyst specified. (3) The reactants are [O:1]=[C:2]1[NH:7][C:6]2[CH:8]=[C:9]([CH2:12][N:13]3[CH2:18][CH2:17][N:16]([C:19]4[CH:27]=[CH:26][C:22]([C:23](O)=[O:24])=[CH:21][CH:20]=4)[CH2:15][CH2:14]3)[CH:10]=[N:11][C:5]=2[N:4]2[CH2:28][CH2:29][CH2:30][C@@H:3]12.Cl.[CH3:32][NH2:33].CCN(C(C)C)C(C)C.CN(C(ON1N=NC2C=CC=NC1=2)=[N+](C)C)C.F[P-](F)(F)(F)(F)F. The catalyst is CN(C=O)C. The product is [CH3:32][NH:33][C:23](=[O:24])[C:22]1[CH:26]=[CH:27][C:19]([N:16]2[CH2:15][CH2:14][N:13]([CH2:12][C:9]3[CH:10]=[N:11][C:5]4[N:4]5[CH2:28][CH2:29][CH2:30][C@H:3]5[C:2](=[O:1])[NH:7][C:6]=4[CH:8]=3)[CH2:18][CH2:17]2)=[CH:20][CH:21]=1. The yield is 0.472.